From a dataset of Reaction yield outcomes from USPTO patents with 853,638 reactions. Predict the reaction yield, written as a fraction of the theoretical maximum amount of product (1.0 means a 100% yield; for example, 0.34 means a 34% yield). (1) The reactants are F.[Si]([O:9][C:10]1[CH:11]=[C:12]([CH:34]=[CH2:35])[C:13]2[O:17][C:16]([C:18]3[CH:23]=[CH:22][C:21]([O:24][Si](C(C)(C)C)(C)C)=[C:20]([F:32])[CH:19]=3)=[N:15][C:14]=2[CH:33]=1)(C(C)(C)C)(C)C.C1COCC1.C(#N)C. The catalyst is O. The product is [F:32][C:20]1[CH:19]=[C:18]([C:16]2[O:17][C:13]3[C:12]([CH:34]=[CH2:35])=[CH:11][C:10]([OH:9])=[CH:33][C:14]=3[N:15]=2)[CH:23]=[CH:22][C:21]=1[OH:24]. The yield is 0.810. (2) The reactants are C(OC(=O)[NH:7][C@H:8]([CH2:13][N:14]([C:26]1[CH:31]=[CH:30][C:29]([C:32]2[CH:37]=[CH:36][C:35]([O:38][CH:39]([CH3:41])[CH3:40])=[CH:34][CH:33]=2)=[CH:28][CH:27]=1)[C:15]([CH:17]1[CH2:19][CH:18]1[C:20]1[CH:25]=[CH:24][CH:23]=[CH:22][N:21]=1)=[O:16])[C@@H:9]([CH3:12])[CH2:10][CH3:11])(C)(C)C.ClCCl.Cl. The catalyst is O1CCOCC1. The product is [NH2:7][C@@H:8]([C@@H:9]([CH3:12])[CH2:10][CH3:11])[CH2:13][N:14]([C:26]1[CH:31]=[CH:30][C:29]([C:32]2[CH:33]=[CH:34][C:35]([O:38][CH:39]([CH3:40])[CH3:41])=[CH:36][CH:37]=2)=[CH:28][CH:27]=1)[C:15]([C@@H:17]1[CH2:19][C@H:18]1[C:20]1[CH:25]=[CH:24][CH:23]=[CH:22][N:21]=1)=[O:16]. The yield is 0.950. (3) The reactants are [N+:1]([C:4]1[C:13]2[C:8](=[CH:9][CH:10]=[CH:11][CH:12]=2)[C:7]([O:14][CH:15]([CH3:31])[CH2:16][C:17]2[CH:22]=[CH:21][N:20]=[C:19]([NH:23][C:24](=[O:30])[O:25][C:26]([CH3:29])([CH3:28])[CH3:27])[CH:18]=2)=[CH:6][CH:5]=1)([O-])=O.[H][H]. The catalyst is CO.[Pt]. The product is [NH2:1][C:4]1[C:13]2[C:8](=[CH:9][CH:10]=[CH:11][CH:12]=2)[C:7]([O:14][CH:15]([CH3:31])[CH2:16][C:17]2[CH:22]=[CH:21][N:20]=[C:19]([NH:23][C:24](=[O:30])[O:25][C:26]([CH3:28])([CH3:27])[CH3:29])[CH:18]=2)=[CH:6][CH:5]=1. The yield is 1.00. (4) The reactants are [CH2:1]([NH2:4])[CH:2]=[CH2:3].C(N(C(C)C)CC)(C)C.[F:14][C:15]1[CH:20]=[CH:19][CH:18]=[CH:17][C:16]=1[CH2:21][CH2:22]OS(C1C=CC(C)=CC=1)(=O)=O.[OH-].[Na+]. The catalyst is C(#N)C. The product is [CH2:1]([NH:4][CH2:22][CH2:21][C:16]1[CH:17]=[CH:18][CH:19]=[CH:20][C:15]=1[F:14])[CH:2]=[CH2:3]. The yield is 0.660. (5) The reactants are [C:1]([CH:3]1[CH2:8][CH2:7][N:6]([C:9]([N:11]2[CH2:16][CH:15]([C:17]3[CH:22]=[CH:21][C:20]([C:23]([F:26])([F:25])[F:24])=[CH:19][CH:18]=3)[CH2:14][CH:13]([C:27](O)=[O:28])[CH2:12]2)=[O:10])[CH2:5][CH2:4]1)#[N:2].O[N:31]=[C:32]([NH2:37])[CH2:33][CH2:34][O:35][CH3:36]. No catalyst specified. The product is [CH3:36][O:35][CH2:34][CH2:33][C:32]1[N:37]=[C:27]([CH:13]2[CH2:14][CH:15]([C:17]3[CH:18]=[CH:19][C:20]([C:23]([F:26])([F:25])[F:24])=[CH:21][CH:22]=3)[CH2:16][N:11]([C:9]([N:6]3[CH2:7][CH2:8][CH:3]([C:1]#[N:2])[CH2:4][CH2:5]3)=[O:10])[CH2:12]2)[O:28][N:31]=1. The yield is 0.470. (6) The reactants are Br[C:2]1[CH:3]=[C:4]2[C:8](=[CH:9][CH:10]=1)[NH:7][CH:6]=[CH:5]2.[H-].[K+].C(=O)=O.CCCCC.C([Li])(C)(C)C.[B:26](OC(C)C)([O:31]C(C)C)[O:27]C(C)C.P(=O)(O)(O)O. The catalyst is O1CCCC1. The product is [NH:7]1[C:8]2[C:4](=[CH:3][C:2]([B:26]([OH:31])[OH:27])=[CH:10][CH:9]=2)[CH:5]=[CH:6]1. The yield is 0.429. (7) The reactants are [NH2:1][C:2]1[CH:7]=[CH:6][CH:5]=[C:4]([Br:8])[N:3]=1.Cl[CH:10](Cl)[C:11]([CH2:13]Cl)=O.C(COC)[O:17]C. No catalyst specified. The product is [Br:8][C:4]1[N:3]2[CH:10]=[C:11]([CH:13]=[O:17])[N:1]=[C:2]2[CH:7]=[CH:6][CH:5]=1. The yield is 0.720.